Task: Predict the product of the given reaction.. Dataset: Forward reaction prediction with 1.9M reactions from USPTO patents (1976-2016) (1) Given the reactants [CH:1]([N:3]1[CH2:8][CH2:7][N:6]([CH2:9][CH2:10]O)[CH2:5][CH2:4]1)=[O:2].[F:12][C:13]1[CH:22]=[CH:21][C:16]2[N:17]=[C:18]([SH:20])[NH:19][C:15]=2[CH:14]=1.C(N(C(C)C)CC)(C)C.[I-].C(C[P+](C)(C)C)#N, predict the reaction product. The product is: [F:12][C:13]1[CH:22]=[CH:21][C:16]2[N:17]=[C:18]([S:20][CH2:10][CH2:9][N:6]3[CH2:7][CH2:8][N:3]([CH:1]=[O:2])[CH2:4][CH2:5]3)[NH:19][C:15]=2[CH:14]=1. (2) Given the reactants [Cl:1][C:2]1[CH:3]=[C:4]([CH:8]([O:22][CH2:23][CH2:24][CH2:25][O:26][CH3:27])[CH2:9][CH2:10][N:11]([CH:19]([CH3:21])[CH3:20])C(=O)OC(C)(C)C)[CH:5]=[CH:6][CH:7]=1, predict the reaction product. The product is: [Cl:1][C:2]1[CH:3]=[C:4]([CH:8]([O:22][CH2:23][CH2:24][CH2:25][O:26][CH3:27])[CH2:9][CH2:10][NH:11][CH:19]([CH3:20])[CH3:21])[CH:5]=[CH:6][CH:7]=1. (3) The product is: [C:3]([CH2:4][S:5][CH2:6][CH2:7][C:8]([OH:10])=[O:9])([OH:12])=[O:2]. Given the reactants C[O:2][C:3](=[O:12])[CH2:4][S:5][CH2:6][CH2:7][C:8]([O:10]C)=[O:9].O.[OH-].[Li+].Cl, predict the reaction product. (4) Given the reactants FC1C=C(F)C=CC=1[C@@H](NCCC1(O)CCC2(OCC(C)(C)CO2)CC1)C.ClC(Cl)(OC(=O)OC(Cl)(Cl)Cl)Cl.[F:40][C:41]1[CH:46]=[C:45]([F:47])[CH:44]=[CH:43][C:42]=1[C@@H:48]([N:50]1[CH2:55][CH2:54][C:53]2([CH2:67][CH2:66][C:58]3(OCC(C)(C)C[O:59]3)[CH2:57][CH2:56]2)[O:52][C:51]1=[O:68])[CH3:49], predict the reaction product. The product is: [F:40][C:41]1[CH:46]=[C:45]([F:47])[CH:44]=[CH:43][C:42]=1[C@@H:48]([N:50]1[CH2:55][CH2:54][C:53]2([CH2:67][CH2:66][C:58](=[O:59])[CH2:57][CH2:56]2)[O:52][C:51]1=[O:68])[CH3:49]. (5) Given the reactants C[O:2][C:3]1[CH:8]=[CH:7][CH:6]=[CH:5][C:4]=1[C:9]1[N:10]=[C:11]([N:19]2[CH2:24][CH2:23][CH:22]([NH:25][C:26](=[O:32])[O:27][CH2:28][CH:29]([CH3:31])[CH3:30])[CH2:21][CH2:20]2)[C:12]2[C:17]([CH3:18])=[CH:16][S:15][C:13]=2[N:14]=1.B(Br)(Br)Br.C([O-])(O)=O.[Na+], predict the reaction product. The product is: [OH:2][C:3]1[CH:8]=[CH:7][CH:6]=[CH:5][C:4]=1[C:9]1[N:10]=[C:11]([N:19]2[CH2:24][CH2:23][CH:22]([NH:25][C:26](=[O:32])[O:27][CH2:28][CH:29]([CH3:30])[CH3:31])[CH2:21][CH2:20]2)[C:12]2[C:17]([CH3:18])=[CH:16][S:15][C:13]=2[N:14]=1. (6) Given the reactants [CH3:1][O:2][C:3]1[CH:4]=[C:5]([CH2:9][CH2:10][C:11]([OH:13])=O)[CH:6]=[CH:7][CH:8]=1.Cl.C(N=C=N)C.[CH3:20][O:21][C:22]1[CH:23]=[C:24]([CH2:30][CH2:31][NH2:32])[CH:25]=[CH:26][C:27]=1[O:28][CH3:29].CCOC(C)=O, predict the reaction product. The product is: [CH3:20][O:21][C:22]1[CH:23]=[C:24]([CH2:30][CH2:31][NH:32][C:11](=[O:13])[CH2:10][CH2:9][C:5]2[CH:6]=[CH:7][CH:8]=[C:3]([O:2][CH3:1])[CH:4]=2)[CH:25]=[CH:26][C:27]=1[O:28][CH3:29]. (7) Given the reactants [CH:1]1([CH2:5][C:6]([OH:8])=[O:7])[CH2:4][CH2:3][CH2:2]1.C([O-])([O-])=O.[Cs+].[Cs+].[CH2:15](Br)[C:16]1[CH:21]=[CH:20][CH:19]=[CH:18][CH:17]=1.O, predict the reaction product. The product is: [CH:1]1([CH2:5][C:6]([O:8][CH2:15][C:16]2[CH:21]=[CH:20][CH:19]=[CH:18][CH:17]=2)=[O:7])[CH2:4][CH2:3][CH2:2]1. (8) Given the reactants C(N(CC)C(C)C)(C)C.CN([C:13]([O:17]N1N=NC2C=CC=NC1=2)=[N+](C)C)C.F[P-](F)(F)(F)(F)F.[Cl:34][C:35]1[CH:36]=[C:37]([CH:54]=[CH:55][CH:56]=1)[CH2:38][NH:39][C:40]1[N:53]=[C:43]2[C:44]([O:51][CH3:52])=[CH:45][C:46]([C:48]([OH:50])=O)=[CH:47][N:42]2[N:41]=1.[CH2:57]([CH:59]1[NH:64][CH2:63][CH:62]([CH3:65])N[C:60]1=O)[CH3:58], predict the reaction product. The product is: [Cl:34][C:35]1[CH:36]=[C:37]([CH:54]=[CH:55][CH:56]=1)[CH2:38][NH:39][C:40]1[N:53]=[C:43]2[C:44]([O:51][CH3:52])=[CH:45][C:46]([C:48]([N:64]3[CH2:63][CH:62]([CH3:65])[CH2:58][CH2:57][CH:59]3[CH2:60][CH2:13][OH:17])=[O:50])=[CH:47][N:42]2[N:41]=1. (9) Given the reactants [Cl:1][C:2]1[CH:10]=[C:9]([I:11])[C:5]2[O:6][CH2:7][O:8][C:4]=2[C:3]=1[NH:12][C:13]1[C:22]2[C:17](=[CH:18][C:19]([O:25][CH2:26][CH2:27][CH2:28][Cl:29])=[C:20]([O:23][CH3:24])[CH:21]=2)[N:16]=[CH:15][N:14]=1.[CH3:30][N:31]1[CH2:36][CH2:35][NH:34][CH2:33][C:32]1=[O:37], predict the reaction product. The product is: [Cl:1][C:2]1[CH:10]=[C:9]([I:11])[C:5]2[O:6][CH2:7][O:8][C:4]=2[C:3]=1[NH:12][C:13]1[C:22]2[C:17](=[CH:18][C:19]([O:25][CH2:26][CH2:27][CH2:28][N:34]3[CH2:35][CH2:36][N:31]([CH3:30])[C:32](=[O:37])[CH2:33]3)=[C:20]([O:23][CH3:24])[CH:21]=2)[N:16]=[CH:15][N:14]=1.[Cl:1][C:2]1[CH:10]=[C:9]([I:11])[C:5]2[O:6][CH2:7][O:8][C:4]=2[C:3]=1[NH:12][C:13]1[C:22]2[C:17](=[CH:18][C:19]([O:25][CH2:26][CH2:27][CH2:28][Cl:29])=[C:20]([O:23][CH3:24])[CH:21]=2)[N:16]=[CH:15][N:14]=1.